Dataset: Rat liver microsome stability data. Task: Regression/Classification. Given a drug SMILES string, predict its absorption, distribution, metabolism, or excretion properties. Task type varies by dataset: regression for continuous measurements (e.g., permeability, clearance, half-life) or binary classification for categorical outcomes (e.g., BBB penetration, CYP inhibition). Dataset: rlm. (1) The compound is CCCCN1C(=O)[C@H](CC(C)(C)C)NC(=O)C12CCN(Cc1ccc(Oc3ccccc3)cc1)CC2. The result is 1 (stable in rat liver microsomes). (2) The compound is C[C@@H](Nc1nc(O)c2cnn(C3CCCC3)c2n1)C(=O)Nc1ccc2nccn2c1. The result is 0 (unstable in rat liver microsomes).